Dataset: Full USPTO retrosynthesis dataset with 1.9M reactions from patents (1976-2016). Task: Predict the reactants needed to synthesize the given product. (1) Given the product [CH3:14][N:4]1[CH:5]=[CH:6][C:7]2[C:12](=[CH:11][N:10]=[CH:9][CH:8]=2)[C:3]1=[O:13], predict the reactants needed to synthesize it. The reactants are: [H-].[Na+].[C:3]1(=[O:13])[C:12]2[C:7](=[CH:8][CH:9]=[N:10][CH:11]=2)[CH:6]=[CH:5][NH:4]1.[CH3:14]I.[NH4+].[Cl-]. (2) Given the product [CH3:1][O:2][C:3](=[O:28])[CH2:4][CH2:5][CH2:6][CH2:7][CH2:8][N:9]1[C:13]2[CH:14]=[C:15]([F:19])[C:16]([F:18])=[CH:17][C:12]=2[N:11]=[C:10]1[C:20]1[CH:25]=[CH:24][C:23]([Cl:26])=[CH:22][C:21]=1[O:27][CH2:30][CH:31]1[CH2:35][CH2:34][CH2:33][CH2:32]1, predict the reactants needed to synthesize it. The reactants are: [CH3:1][O:2][C:3](=[O:28])[CH2:4][CH2:5][CH2:6][CH2:7][CH2:8][N:9]1[C:13]2[CH:14]=[C:15]([F:19])[C:16]([F:18])=[CH:17][C:12]=2[N:11]=[C:10]1[C:20]1[CH:25]=[CH:24][C:23]([Cl:26])=[CH:22][C:21]=1[OH:27].Br[CH2:30][CH:31]1[CH2:35][CH2:34][CH2:33][CH2:32]1. (3) Given the product [Br:1][C:2]1[C:3]([N+:19]([O-:21])=[O:20])=[C:4]2[O:18][C:12]([C:13]([CH3:16])([CH3:15])[CH3:14])=[N:11][C:5]2=[C:6]([C:7]([OH:9])=[O:8])[CH:10]=1, predict the reactants needed to synthesize it. The reactants are: [Br:1][C:2]1[C:3]([N+:19]([O-:21])=[O:20])=[C:4]([OH:18])[C:5]([NH:11][C:12](=O)[C:13]([CH3:16])([CH3:15])[CH3:14])=[C:6]([CH:10]=1)[C:7]([OH:9])=[O:8].O.C1(C)C=CC(S(O)(=O)=O)=CC=1.C(OCC)(=O)C. (4) Given the product [CH3:15][N:16]([CH3:24])[C:17]1[CH:18]=[C:19]([CH:20]=[CH:21][CH:22]=1)[NH:23][C:2]1[CH:7]=[C:6]([CH3:8])[N:5]=[C:4]([C:9]2[CH:14]=[CH:13][CH:12]=[CH:11][N:10]=2)[N:3]=1, predict the reactants needed to synthesize it. The reactants are: Cl[C:2]1[CH:7]=[C:6]([CH3:8])[N:5]=[C:4]([C:9]2[CH:14]=[CH:13][CH:12]=[CH:11][N:10]=2)[N:3]=1.[CH3:15][N:16]([CH3:24])[C:17]1[CH:22]=[CH:21][CH:20]=[C:19]([NH2:23])[CH:18]=1. (5) Given the product [Cl:42][C:37]1[CH:38]=[C:39]2[C:34](=[CH:35][CH:36]=1)[CH:33]=[C:32]([S:29]([N:26]1[CH2:25][CH2:24][N:23]([C:21]([C:18]3[N:19]=[N:20][C:15]([N:11]4[CH2:12][CH2:13][CH2:14][NH:8][CH2:9][CH2:10]4)=[CH:16][CH:17]=3)=[O:22])[CH2:28][CH2:27]1)(=[O:30])=[O:31])[CH:41]=[CH:40]2, predict the reactants needed to synthesize it. The reactants are: C(OC([N:8]1[CH2:14][CH2:13][CH2:12][N:11]([C:15]2[N:20]=[N:19][C:18]([C:21]([N:23]3[CH2:28][CH2:27][N:26]([S:29]([C:32]4[CH:41]=[CH:40][C:39]5[C:34](=[CH:35][CH:36]=[C:37]([Cl:42])[CH:38]=5)[CH:33]=4)(=[O:31])=[O:30])[CH2:25][CH2:24]3)=[O:22])=[CH:17][CH:16]=2)[CH2:10][CH2:9]1)=O)(C)(C)C.FC(F)(F)C(O)=O. (6) The reactants are: [O:1]1[CH2:6][CH2:5][CH2:4][CH2:3][CH:2]1[N:7]1[CH:11]=[CH:10][CH:9]=[N:8]1.C([Li])CCC.OC(C(O)(C)C)(C)C.[B:25]([O:34][CH:35]([CH3:37])[CH3:36])([O:30][CH:31]([CH3:33])[CH3:32])OC(C)C. Given the product [O:1]1[CH2:6][CH2:5][CH2:4][CH2:3][CH:2]1[N:7]1[C:11]([B:25]2[O:30][C:31]([CH3:32])([CH3:33])[C:35]([CH3:36])([CH3:37])[O:34]2)=[CH:10][CH:9]=[N:8]1, predict the reactants needed to synthesize it. (7) Given the product [CH3:18][C:13]1([CH3:19])[C:14]([CH3:17])([CH3:16])[O:15][B:11]([C:2]2[CH:9]=[C:8]3[N:4]([CH2:5][CH2:6][C:7]3=[O:10])[CH:3]=2)[O:12]1, predict the reactants needed to synthesize it. The reactants are: Br[C:2]1[CH:9]=[C:8]2[N:4]([CH2:5][CH2:6][C:7]2=[O:10])[CH:3]=1.[B:11]1([B:11]2[O:15][C:14]([CH3:17])([CH3:16])[C:13]([CH3:19])([CH3:18])[O:12]2)[O:15][C:14]([CH3:17])([CH3:16])[C:13]([CH3:19])([CH3:18])[O:12]1.C([O-])(=O)C.[K+]. (8) The reactants are: [F:1][C:2]([F:12])([F:11])[C:3]1[CH:8]=[CH:7][C:6]([NH:9][NH2:10])=[CH:5][CH:4]=1.[OH:13][C:14]1[CH:21]=[CH:20][C:17]([CH:18]=O)=[CH:16][CH:15]=1. Given the product [F:1][C:2]([F:11])([F:12])[C:3]1[CH:4]=[CH:5][C:6]([NH:9][N:10]=[CH:18][C:17]2[CH:20]=[CH:21][C:14]([OH:13])=[CH:15][CH:16]=2)=[CH:7][CH:8]=1, predict the reactants needed to synthesize it. (9) Given the product [OH:9][C@@H:10]1[C@H:17]([OH:18])[C@@H:16]([CH2:27][OH:28])[O:15][CH:11]1[C:12]([N:76]([C:75]1[CH:78]=[CH:79][C:72]([O:71][CH3:70])=[CH:73][CH:74]=1)[CH3:77])=[O:14], predict the reactants needed to synthesize it. The reactants are: C([O:9][C@@H:10]1[C@H:17]([O:18]C(=O)C2C=CC=CC=2)[C@@H:16]([CH2:27][O:28]C(=O)C2C=CC=CC=2)[O:15][C@H:11]1[C:12]([OH:14])=O)(=O)C1C=CC=CC=1.C1(P(C2C=CC=CC=2)C2C=CC=CC=2)C=CC=CC=1.C1C=C(SSC2N=CC=CC=2)N=CC=1.[CH3:70][O:71][C:72]1[CH:79]=[CH:78][C:75]([NH:76][CH3:77])=[CH:74][CH:73]=1.